From a dataset of Full USPTO retrosynthesis dataset with 1.9M reactions from patents (1976-2016). Predict the reactants needed to synthesize the given product. Given the product [CH2:1]([O:8][N:9]1[C:15](=[O:16])[N:14]2[CH2:17][C@@H:10]1[CH2:11][CH2:12][C@@H:13]2[C:18]([O:20][C:21]([CH3:24])([CH3:23])[CH3:22])=[O:19])[C:2]1[CH:3]=[CH:4][CH:5]=[CH:6][CH:7]=1, predict the reactants needed to synthesize it. The reactants are: [CH2:1]([O:8][N:9]1[C:15](=[O:16])[N:14]2[CH2:17][CH:10]1[CH2:11][CH2:12][CH:13]2[C:18]([O:20][C:21]([CH3:24])([CH3:23])[CH3:22])=[O:19])[C:2]1[CH:7]=[CH:6][CH:5]=[CH:4][CH:3]=1.